Dataset: Full USPTO retrosynthesis dataset with 1.9M reactions from patents (1976-2016). Task: Predict the reactants needed to synthesize the given product. Given the product [CH2:13]([N:7]1[C:8]2[C:4](=[CH:3][C:2]([Br:1])=[CH:10][CH:9]=2)[C:5]([CH3:12])=[C:6]1[CH3:11])[C:14]1[CH:19]=[CH:18][CH:17]=[CH:16][CH:15]=1, predict the reactants needed to synthesize it. The reactants are: [Br:1][C:2]1[CH:3]=[C:4]2[C:8](=[CH:9][CH:10]=1)[NH:7][C:6]([CH3:11])=[C:5]2[CH3:12].[CH2:13](Br)[C:14]1[CH:19]=[CH:18][CH:17]=[CH:16][CH:15]=1.